Dataset: Peptide-MHC class II binding affinity with 134,281 pairs from IEDB. Task: Regression. Given a peptide amino acid sequence and an MHC pseudo amino acid sequence, predict their binding affinity value. This is MHC class II binding data. The peptide sequence is FEAAFNDAIKASTGG. The MHC is HLA-DQA10501-DQB10301 with pseudo-sequence HLA-DQA10501-DQB10301. The binding affinity (normalized) is 0.610.